This data is from Catalyst prediction with 721,799 reactions and 888 catalyst types from USPTO. The task is: Predict which catalyst facilitates the given reaction. Reactant: [Cl:1][C:2]1[CH:10]=[CH:9][C:5]([C:6](Cl)=[O:7])=[CH:4][C:3]=1[S:11]([Cl:14])(=[O:13])=[O:12].Cl.[NH:16]1[CH2:21][CH2:20][C:19](=[O:22])[CH2:18][CH2:17]1. The catalyst class is: 159. Product: [Cl:1][C:2]1[CH:10]=[CH:9][C:5]([C:6]([N:16]2[CH2:21][CH2:20][C:19](=[O:22])[CH2:18][CH2:17]2)=[O:7])=[CH:4][C:3]=1[S:11]([Cl:14])(=[O:13])=[O:12].